Dataset: Reaction yield outcomes from USPTO patents with 853,638 reactions. Task: Predict the reaction yield, written as a fraction of the theoretical maximum amount of product (1.0 means a 100% yield; for example, 0.34 means a 34% yield). (1) No catalyst specified. The reactants are [F:1][C:2]1[CH:11]=[C:10]2[C:5]([CH2:6][CH2:7][CH2:8][C:9]2=O)=[CH:4][CH:3]=1.B(F)(F)F.CCOCC.[CH2:22]([SH:25])[CH2:23][SH:24]. The product is [F:1][C:2]1[CH:11]=[C:10]2[C:5]([CH2:6][CH2:7][CH2:8][C:9]32[S:25][CH2:22][CH2:23][S:24]3)=[CH:4][CH:3]=1. The yield is 1.00. (2) The reactants are [C:1]1([N:7]2[C:15]([NH2:16])=[C:14]3[C:9]([CH:10]=[CH:11][CH:12]=[CH:13]3)=[N:8]2)[CH:6]=[CH:5][CH:4]=[CH:3][CH:2]=1.[C:17]1(=O)[CH2:22][CH2:21][CH2:20][CH2:19][CH2:18]1.C(O)(=O)C.C(O[BH-](OC(=O)C)OC(=O)C)(=O)C.[Na+]. The catalyst is C(Cl)Cl. The product is [CH:17]1([NH:16][C:15]2[N:7]([C:1]3[CH:2]=[CH:3][CH:4]=[CH:5][CH:6]=3)[N:8]=[C:9]3[C:14]=2[CH:13]=[CH:12][CH:11]=[CH:10]3)[CH2:22][CH2:21][CH2:20][CH2:19][CH2:18]1. The yield is 0.180. (3) The reactants are FC(F)(F)C(O)=O.C(OC([N:15]1[CH2:19][CH2:18][C@H:17]([CH:20]([O:25][C:26]2[C:27]([CH3:33])=[N:28][C:29]([Cl:32])=[CH:30][CH:31]=2)[CH2:21][CH:22]2[CH2:24][CH2:23]2)[CH2:16]1)=O)(C)(C)C. The catalyst is COC1C=CC=CC=1.ClCCl. The product is [Cl:32][C:29]1[N:28]=[C:27]([CH3:33])[C:26]([O:25][CH:20]([C@H:17]2[CH2:18][CH2:19][NH:15][CH2:16]2)[CH2:21][CH:22]2[CH2:23][CH2:24]2)=[CH:31][CH:30]=1. The yield is 0.790. (4) The reactants are [CH3:1][C:2]1[CH:3]=[C:4]2[CH:10]=[CH:9][N:8]([Si:11]([CH:18]([CH3:20])[CH3:19])([CH:15]([CH3:17])[CH3:16])[CH:12]([CH3:14])[CH3:13])[C:5]2=[N:6][CH:7]=1.[I:21]N1C(=O)CCC1=O. The catalyst is ClCCl. The product is [I:21][C:10]1[C:4]2[C:5](=[N:6][CH:7]=[C:2]([CH3:1])[CH:3]=2)[N:8]([Si:11]([CH:15]([CH3:17])[CH3:16])([CH:12]([CH3:14])[CH3:13])[CH:18]([CH3:20])[CH3:19])[CH:9]=1. The yield is 0.750. (5) The reactants are [I:1][C:2]1[CH:3]=[C:4]2[C:8](=[CH:9][CH:10]=1)[NH:7][C:6](=[O:11])[C:5]2=O.[O:13]1[C:17]2[CH:18]=[CH:19][C:20]([CH2:22][CH2:23][C:24]([NH:26][C:27]3[CH:32]=[CH:31][C:30]([C:33]([NH:35][NH2:36])=[O:34])=[CH:29][CH:28]=3)=[O:25])=[CH:21][C:16]=2[O:15][CH2:14]1. The catalyst is C(O)(=O)C. The product is [O:13]1[C:17]2[CH:18]=[CH:19][C:20]([CH2:22][CH2:23][C:24]([NH:26][C:27]3[CH:32]=[CH:31][C:30]([C:33]([NH:35][N:36]=[C:5]4[C:4]5[C:8](=[CH:9][CH:10]=[C:2]([I:1])[CH:3]=5)[NH:7][C:6]4=[O:11])=[O:34])=[CH:29][CH:28]=3)=[O:25])=[CH:21][C:16]=2[O:15][CH2:14]1. The yield is 0.760. (6) The reactants are [Br:1][C:2]1[CH:7]=[CH:6][C:5]([OH:8])=[C:4]([N+:9]([O-:11])=[O:10])[CH:3]=1.[CH:12]1(O)[CH2:16][CH2:15][CH2:14][CH2:13]1.C1C=CC(P(C2C=CC=CC=2)C2C=CC=CC=2)=CC=1.CC(OC(/N=N/C(OC(C)C)=O)=O)C. The catalyst is C1COCC1. The product is [Br:1][C:2]1[CH:7]=[CH:6][C:5]([O:8][CH:12]2[CH2:16][CH2:15][CH2:14][CH2:13]2)=[C:4]([N+:9]([O-:11])=[O:10])[CH:3]=1. The yield is 0.940. (7) The reactants are Br[Si](C)(C)C.C([O:8][P:9]([C:14]1[CH:19]=[CH:18][C:17]([OH:20])=[CH:16][CH:15]=1)([O:11]CC)=[O:10])C. The catalyst is C(#N)C. The product is [OH:10][P:9]([C:14]1[CH:15]=[CH:16][C:17]([OH:20])=[CH:18][CH:19]=1)([OH:11])=[O:8]. The yield is 1.00. (8) The reactants are [C:1]([NH:5][S:6]([C:9]1[CH:10]=[C:11]([CH:18]=[CH:19][CH:20]=1)[C:12](N(OC)C)=[O:13])(=[O:8])=[O:7])([CH3:4])([CH3:3])[CH3:2].[CH3:21][Mg+].[Br-].[NH4+].[Cl-]. The catalyst is C1COCC1. The product is [C:12]([C:11]1[CH:10]=[C:9]([S:6]([NH:5][C:1]([CH3:4])([CH3:3])[CH3:2])(=[O:8])=[O:7])[CH:20]=[CH:19][CH:18]=1)(=[O:13])[CH3:21]. The yield is 0.900.